Dataset: Reaction yield outcomes from USPTO patents with 853,638 reactions. Task: Predict the reaction yield, written as a fraction of the theoretical maximum amount of product (1.0 means a 100% yield; for example, 0.34 means a 34% yield). (1) The reactants are [Br:1][C:2]1[CH:3]=[C:4]([C:8]([OH:10])=[O:9])[O:5][C:6]=1[Br:7].S(=O)(=O)(O)O.[CH3:16]O. No catalyst specified. The product is [Br:1][C:2]1[CH:3]=[C:4]([C:8]([O:10][CH3:16])=[O:9])[O:5][C:6]=1[Br:7]. The yield is 0.920. (2) The reactants are Br[C:2]1[CH:3]=[C:4]([CH:8]2[C:17]([CH3:19])([CH3:18])[CH2:16][C:15]3[C:10](=[CH:11][CH:12]=[C:13]([C:20]([OH:22])=[O:21])[CH:14]=3)[NH:9]2)[CH:5]=[CH:6][CH:7]=1.[CH3:23][S:24]([C:27]1[CH:32]=[CH:31][C:30](B(O)O)=[CH:29][CH:28]=1)(=[O:26])=[O:25].C(=O)([O-])[O-].[Na+].[Na+].O. The catalyst is O1CCOCC1.C(OCC)(=O)C.C1C=CC([P]([Pd]([P](C2C=CC=CC=2)(C2C=CC=CC=2)C2C=CC=CC=2)([P](C2C=CC=CC=2)(C2C=CC=CC=2)C2C=CC=CC=2)[P](C2C=CC=CC=2)(C2C=CC=CC=2)C2C=CC=CC=2)(C2C=CC=CC=2)C2C=CC=CC=2)=CC=1. The product is [CH3:23][S:24]([C:27]1[CH:32]=[CH:31][C:30]([C:6]2[CH:7]=[CH:2][CH:3]=[C:4]([CH:8]3[C:17]([CH3:18])([CH3:19])[CH2:16][C:15]4[C:10](=[CH:11][CH:12]=[C:13]([C:20]([OH:22])=[O:21])[CH:14]=4)[NH:9]3)[CH:5]=2)=[CH:29][CH:28]=1)(=[O:26])=[O:25]. The yield is 0.800.